This data is from Full USPTO retrosynthesis dataset with 1.9M reactions from patents (1976-2016). The task is: Predict the reactants needed to synthesize the given product. (1) Given the product [CH3:39][N:34]1[C:35]2[C:31](=[C:30]([C:5]3[CH:4]=[N:3][N:2]([CH3:1])[CH:6]=3)[CH:38]=[CH:37][CH:36]=2)[C:32]2([C:64]3[C:55](=[CH:56][C:57]4[O:62][CH2:61][CH2:60][O:59][C:58]=4[CH:63]=3)[O:54][CH2:53]2)[C:33]1=[O:52], predict the reactants needed to synthesize it. The reactants are: [CH3:1][N:2]1[CH:6]=[C:5](B2OC(C)(C)C(C)(C)O2)[CH:4]=[N:3]1.N1C2C(=CC=CC=2)C=C(B(O)O)C=1.Br[C:30]1[CH:38]=[CH:37][CH:36]=[C:35]2[C:31]=1[C:32]1([C:64]3[C:55](=[CH:56][C:57]4[O:62][CH2:61][CH2:60][O:59][C:58]=4[CH:63]=3)[O:54][CH2:53]1)[C:33](=[O:52])[N:34]2[CH:39](C1C=CC=CC=1)C1C=CC=CC=1. (2) Given the product [Br:1][C:2]1[CH:7]=[CH:6][C:5]([N+:8]([O-:10])=[O:9])=[C:4]([NH:12][CH2:13][CH:14]([CH3:19])[C:15]([O:17][CH3:18])=[O:16])[CH:3]=1, predict the reactants needed to synthesize it. The reactants are: [Br:1][C:2]1[CH:7]=[CH:6][C:5]([N+:8]([O-:10])=[O:9])=[C:4](F)[CH:3]=1.[NH2:12][CH2:13][CH:14]([CH3:19])[C:15]([O:17][CH3:18])=[O:16].C(=O)([O-])[O-].[K+].[K+]. (3) The reactants are: Br[C:2]1[N:6]2[CH:7]=[C:8]([CH:25]3[CH2:27][CH2:26]3)[C:9]([CH2:11][O:12][C:13]3[CH:18]=[C:17]([O:19][C:20]([F:23])([F:22])[F:21])[CH:16]=[C:15]([Cl:24])[CH:14]=3)=[CH:10][C:5]2=[N:4][N:3]=1.C1(S(N)(=O)=O)CC1.[CH3:35][C:36]1([S:39]([NH2:42])(=[O:41])=[O:40])[CH2:38][CH2:37]1. Given the product [Cl:24][C:15]1[CH:14]=[C:13]([CH:18]=[C:17]([O:19][C:20]([F:23])([F:22])[F:21])[CH:16]=1)[O:12][CH2:11][C:9]1[C:8]([CH:25]2[CH2:27][CH2:26]2)=[CH:7][N:6]2[C:2]([NH:42][S:39]([C:36]3([CH3:35])[CH2:38][CH2:37]3)(=[O:41])=[O:40])=[N:3][N:4]=[C:5]2[CH:10]=1, predict the reactants needed to synthesize it. (4) Given the product [CH:1]1([CH2:4][NH:5][N:6]2[C:15]3[C:10](=[CH:11][CH:12]=[CH:13][CH:14]=3)[C:9]([OH:16])=[C:8]([C:17]3[NH:22][C:21]4[CH:23]=[CH:24][C:25]([O:30][CH2:35][C:36]([NH2:38])=[O:37])=[C:26]([N+:27]([O-:29])=[O:28])[C:20]=4[S:19](=[O:32])(=[O:31])[N:18]=3)[C:7]2=[O:33])[CH2:2][CH2:3]1, predict the reactants needed to synthesize it. The reactants are: [CH:1]1([CH2:4][NH:5][N:6]2[C:15]3[C:10](=[CH:11][CH:12]=[CH:13][CH:14]=3)[C:9]([OH:16])=[C:8]([C:17]3[NH:22][C:21]4[CH:23]=[CH:24][C:25]([OH:30])=[C:26]([N+:27]([O-:29])=[O:28])[C:20]=4[S:19](=[O:32])(=[O:31])[N:18]=3)[C:7]2=[O:33])[CH2:3][CH2:2]1.Br[CH2:35][C:36]([NH2:38])=[O:37].C(=O)([O-])[O-].[K+].[K+].